This data is from Reaction yield outcomes from USPTO patents with 853,638 reactions. The task is: Predict the reaction yield, written as a fraction of the theoretical maximum amount of product (1.0 means a 100% yield; for example, 0.34 means a 34% yield). (1) The reactants are Br[CH:2]([C:14]1[CH:19]=[CH:18][CH:17]=[CH:16][CH:15]=1)[C:3]([O:5][C@H:6]([C:8]1[CH:13]=[CH:12][CH:11]=[CH:10][CH:9]=1)[CH3:7])=[O:4].C(N(CC)CC)C.[C:27]1([C:33]2([OH:39])[CH2:38][CH2:37][NH:36][CH2:35][CH2:34]2)[CH:32]=[CH:31][CH:30]=[CH:29][CH:28]=1. The catalyst is C1COCC1.[I-].C([N+](CCCC)(CCCC)CCCC)CCC.C(OCC)(=O)C. The product is [OH:39][C:33]1([C:27]2[CH:32]=[CH:31][CH:30]=[CH:29][CH:28]=2)[CH2:38][CH2:37][N:36]([C@H:2]([C:14]2[CH:19]=[CH:18][CH:17]=[CH:16][CH:15]=2)[C:3]([O:5][C@H:6]([C:8]2[CH:13]=[CH:12][CH:11]=[CH:10][CH:9]=2)[CH3:7])=[O:4])[CH2:35][CH2:34]1. The yield is 0.270. (2) The product is [F:14][C:2]1([F:1])[CH2:6][N:5]2[C@H:4]([CH2:7][C:8](=[O:13])[CH2:9][C:10]2([CH3:11])[CH3:12])[CH2:3]1. The catalyst is CO. The reactants are [F:1][C:2]1([F:14])[CH2:6][NH:5][C@H:4]([CH2:7][C:8](=[O:13])[CH:9]=[C:10]([CH3:12])[CH3:11])[CH2:3]1.C([O-])([O-])=O.[K+].[K+]. The yield is 0.690. (3) The reactants are [CH3:1][N:2]1[CH:6]=[C:5]([C:7](O)=[O:8])[C:4]([C:10]([F:13])([F:12])[F:11])=[N:3]1.[NH2:14][C:15]1[CH:16]=[N:17][CH:18]=[CH:19][CH:20]=1. The catalyst is CN(C=O)C. The product is [N:17]1[CH:18]=[CH:19][CH:20]=[C:15]([NH:14][C:7]([C:5]2[C:4]([C:10]([F:13])([F:12])[F:11])=[N:3][N:2]([CH3:1])[CH:6]=2)=[O:8])[CH:16]=1. The yield is 0.480. (4) The reactants are Cl[C:2]1[C:7]([CH:8]([CH2:13][CH2:14][CH3:15])[C:9]([O:11][CH3:12])=[O:10])=[C:6]([CH3:16])[N:5]=[C:4]([C:17]2[CH:22]=[CH:21][CH:20]=[CH:19][CH:18]=2)[N:3]=1.C(N(CC)C(C)C)(C)C.[CH3:32][C:33]1[CH:34]=[C:35](B(O)O)[CH:36]=[CH:37][C:38]=1[CH3:39]. The catalyst is COCCOC.O.C1C=CC([P]([Pd]([P](C2C=CC=CC=2)(C2C=CC=CC=2)C2C=CC=CC=2)([P](C2C=CC=CC=2)(C2C=CC=CC=2)C2C=CC=CC=2)[P](C2C=CC=CC=2)(C2C=CC=CC=2)C2C=CC=CC=2)(C2C=CC=CC=2)C2C=CC=CC=2)=CC=1. The product is [CH3:32][C:33]1[CH:34]=[C:35]([C:2]2[C:7]([CH:8]([CH2:13][CH2:14][CH3:15])[C:9]([O:11][CH3:12])=[O:10])=[C:6]([CH3:16])[N:5]=[C:4]([C:17]3[CH:22]=[CH:21][CH:20]=[CH:19][CH:18]=3)[N:3]=2)[CH:36]=[CH:37][C:38]=1[CH3:39]. The yield is 0.710. (5) The reactants are [CH2:1]([C:4]1[C:5](Cl)=[N:6][CH:7]=[C:8]([C:10]([O:19][CH2:20][O:21][CH3:22])([C:15]([F:18])([F:17])[F:16])[C:11]([F:14])([F:13])[F:12])[CH:9]=1)[CH:2]=[CH2:3].[H-].[Na+].[CH3:26][O:27][C:28](=[O:36])[C:29]1[CH:34]=[CH:33][CH:32]=[C:31]([OH:35])[CH:30]=1.O. The catalyst is CN(C)C=O. The product is [F:12][C:11]([F:14])([F:13])[C:10]([C:8]1[CH:9]=[C:4](/[CH:1]=[CH:2]/[CH3:3])[C:5]([O:35][C:31]2[CH:30]=[C:29]([CH:34]=[CH:33][CH:32]=2)[C:28]([O:27][CH3:26])=[O:36])=[N:6][CH:7]=1)([O:19][CH2:20][O:21][CH3:22])[C:15]([F:18])([F:17])[F:16]. The yield is 0.765. (6) The reactants are [Cl:1][C:2]1[CH:3]=[C:4]([NH:12][C:13]2[C:18]([C:19]#[N:20])=[CH:17][N:16]=[CH:15][C:14]=2[C:21]2[O:22][C:23]3[CH:29]=[CH:28][C:27]([CH:30]=O)=[CH:26][C:24]=3[CH:25]=2)[C:5]([CH3:11])=[C:6]2[C:10]=1[NH:9][CH:8]=[CH:7]2.[N:32]1([C:38]([O:40][C:41]([CH3:44])([CH3:43])[CH3:42])=[O:39])[CH2:37][CH2:36][NH:35][CH2:34][CH2:33]1.C(O)(=O)C.C(O[BH-](OC(=O)C)OC(=O)C)(=O)C.[Na+]. The catalyst is C1COCC1.CCO. The product is [Cl:1][C:2]1[CH:3]=[C:4]([NH:12][C:13]2[C:18]([C:19]#[N:20])=[CH:17][N:16]=[CH:15][C:14]=2[C:21]2[O:22][C:23]3[CH:29]=[CH:28][C:27]([CH2:30][N:35]4[CH2:36][CH2:37][N:32]([C:38]([O:40][C:41]([CH3:44])([CH3:43])[CH3:42])=[O:39])[CH2:33][CH2:34]4)=[CH:26][C:24]=3[CH:25]=2)[C:5]([CH3:11])=[C:6]2[C:10]=1[NH:9][CH:8]=[CH:7]2. The yield is 0.730.